From a dataset of Forward reaction prediction with 1.9M reactions from USPTO patents (1976-2016). Predict the product of the given reaction. (1) Given the reactants [NH2:1][C:2]1[CH:7]=[C:6]([O:8][C:9]2[CH:14]=[CH:13][C:12]([NH:15][C:16](=[O:25])[O:17][CH2:18][C:19]3[CH:24]=[CH:23][CH:22]=[CH:21][CH:20]=3)=[C:11]([F:26])[CH:10]=2)[CH:5]=[CH:4][N:3]=1.[CH2:27]([N:29]([CH2:32][CH3:33])[CH2:30][CH3:31])C.ClC([O:37][C:38]1C=CC=CC=1)=O.[CH3:44][N:45]1CCC(NC)C[CH2:46]1, predict the reaction product. The product is: [F:26][C:11]1[CH:10]=[C:9]([O:8][C:6]2[CH:5]=[CH:4][N:3]=[C:2]([NH:1][C:38]([N:45]([CH3:46])[CH:44]3[CH2:33][CH2:32][N:29]([CH3:27])[CH2:30][CH2:31]3)=[O:37])[CH:7]=2)[CH:14]=[CH:13][C:12]=1[NH:15][C:16](=[O:25])[O:17][CH2:18][C:19]1[CH:24]=[CH:23][CH:22]=[CH:21][CH:20]=1. (2) Given the reactants [CH3:1][C:2]1[N:7]=[CH:6][C:5]([NH2:8])=[CH:4][CH:3]=1.[F:9][C:10]([F:21])([F:20])[C:11]1[N:16]=[CH:15][C:14]([CH2:17][C:18]#N)=[CH:13][CH:12]=1.[F:22][C:23]1[CH:28]=[CH:27][C:26]([C:29](=[O:33])[C:30](O)=[O:31])=[CH:25][CH:24]=1, predict the reaction product. The product is: [F:22][C:23]1[CH:24]=[CH:25][C:26]([C@H:29]([OH:33])[C:30]([N:8]([C:5]2[CH:6]=[N:7][C:2]([CH3:1])=[CH:3][CH:4]=2)[CH2:18][CH2:17][C:14]2[CH:15]=[N:16][C:11]([C:10]([F:21])([F:20])[F:9])=[CH:12][CH:13]=2)=[O:31])=[CH:27][CH:28]=1. (3) Given the reactants Cl[CH2:2][C:3]([NH:5][C@@H:6]1[CH2:11][O:10][C:9]2=[N:12][C:13]([N+:15]([O-:17])=[O:16])=[CH:14][N:8]2[CH2:7]1)=[O:4].[F:18][C:19]1[CH:20]=[C:21]([CH:29]=[CH:30][C:31]=1[O:32][C:33]([F:36])([F:35])[F:34])[O:22][CH:23]1[CH2:28][CH2:27][NH:26][CH2:25][CH2:24]1, predict the reaction product. The product is: [F:18][C:19]1[CH:20]=[C:21]([CH:29]=[CH:30][C:31]=1[O:32][C:33]([F:36])([F:34])[F:35])[O:22][CH:23]1[CH2:28][CH2:27][N:26]([CH2:2][C:3]([NH:5][C@@H:6]2[CH2:11][O:10][C:9]3=[N:12][C:13]([N+:15]([O-:17])=[O:16])=[CH:14][N:8]3[CH2:7]2)=[O:4])[CH2:25][CH2:24]1. (4) The product is: [Cl:17][C:14]1[CH:15]=[CH:16][C:11]2[O:10][CH2:9][CH:8]3[C:4]([CH2:1][CH2:2][CH2:3][OH:39])([C:24]4[CH:25]=[CH:26][CH:27]=[CH:28][CH:29]=4)[C:5]([C:18]([N:20]([O:22][CH3:23])[CH3:21])=[O:19])=[N:6][N:7]3[C:12]=2[CH:13]=1. Given the reactants [CH2:1]([C:4]1([C:24]2[CH:29]=[CH:28][CH:27]=[CH:26][CH:25]=2)[CH:8]2[CH2:9][O:10][C:11]3[CH:16]=[CH:15][C:14]([Cl:17])=[CH:13][C:12]=3[N:7]2[N:6]=[C:5]1[C:18]([N:20]([O:22][CH3:23])[CH3:21])=[O:19])[CH:2]=[CH2:3].B1C2CCCC1CCC2.[OH-:39].[Na+].OO, predict the reaction product.